Dataset: Catalyst prediction with 721,799 reactions and 888 catalyst types from USPTO. Task: Predict which catalyst facilitates the given reaction. Reactant: [S:1]1[CH:5]=[CH:4][C:3]([CH:6]=[O:7])=[CH:2]1.[CH2:8](O)[CH2:9][OH:10].C1(C)C=CC=CC=1.O.C1(C)C=CC(S(O)(=O)=O)=CC=1. Product: [S:1]1[CH:5]=[CH:4][C:3]([CH:6]2[O:10][CH2:9][CH2:8][O:7]2)=[CH:2]1. The catalyst class is: 66.